Dataset: Forward reaction prediction with 1.9M reactions from USPTO patents (1976-2016). Task: Predict the product of the given reaction. Given the reactants [Cl:1][C:2]1[CH:7]=[C:6]([N+:8]([O-])=O)[CH:5]=[CH:4][C:3]=1[N:11]1[CH2:16][CH2:15][CH2:14][O:13][C:12]1=[O:17].[H][H], predict the reaction product. The product is: [NH2:8][C:6]1[CH:5]=[CH:4][C:3]([N:11]2[CH2:16][CH2:15][CH2:14][O:13][C:12]2=[O:17])=[C:2]([Cl:1])[CH:7]=1.